Dataset: hERG Central: cardiac toxicity at 1µM, 10µM, and general inhibition. Task: Predict hERG channel inhibition at various concentrations. (1) The compound is CN(C)S(=O)(=O)c1ccc(N2CCCC2)c(C(=O)N2CCN(c3ccc([N+](=O)[O-])cc3)CC2)c1. Results: hERG_inhib (hERG inhibition (general)): blocker. (2) Results: hERG_inhib (hERG inhibition (general)): blocker. The molecule is CN1CCCN(C(c2ccccc2)c2ccc(Cl)cc2)CC1.Cl. (3) The molecule is COc1ccc2nc(C)cc(N3CCN(S(=O)(=O)c4ccccc4F)CC3)c2c1. Results: hERG_inhib (hERG inhibition (general)): blocker. (4) The molecule is CCCCn1c(SCC(=O)NC2CCCC2)nnc1-c1ccco1. Results: hERG_inhib (hERG inhibition (general)): blocker. (5) The compound is Cl.c1ccc2c(Nc3ccc4c(c3)OCCO4)c3c(nc2c1)CCC3. Results: hERG_inhib (hERG inhibition (general)): blocker. (6) The compound is COc1ccc(CC2(CO)CCN(C(C)COc3ccccc3)CC2)cc1. Results: hERG_inhib (hERG inhibition (general)): blocker. (7) The molecule is OCCC1CN(Cc2cccc(-c3ccco3)c2)CCN1Cc1ccsc1. Results: hERG_inhib (hERG inhibition (general)): blocker.